From a dataset of NCI-60 drug combinations with 297,098 pairs across 59 cell lines. Regression. Given two drug SMILES strings and cell line genomic features, predict the synergy score measuring deviation from expected non-interaction effect. (1) Drug 1: CC1=C(C=C(C=C1)NC2=NC=CC(=N2)N(C)C3=CC4=NN(C(=C4C=C3)C)C)S(=O)(=O)N.Cl. Drug 2: CC1=C(C=C(C=C1)NC(=O)C2=CC=C(C=C2)CN3CCN(CC3)C)NC4=NC=CC(=N4)C5=CN=CC=C5. Cell line: NCI-H322M. Synergy scores: CSS=-1.19, Synergy_ZIP=-0.426, Synergy_Bliss=-0.484, Synergy_Loewe=-4.27, Synergy_HSA=-2.28. (2) Drug 1: CCCCC(=O)OCC(=O)C1(CC(C2=C(C1)C(=C3C(=C2O)C(=O)C4=C(C3=O)C=CC=C4OC)O)OC5CC(C(C(O5)C)O)NC(=O)C(F)(F)F)O. Drug 2: C1=CC=C(C=C1)NC(=O)CCCCCCC(=O)NO. Cell line: HCT-15. Synergy scores: CSS=27.4, Synergy_ZIP=-3.23, Synergy_Bliss=-5.89, Synergy_Loewe=-6.85, Synergy_HSA=-7.00. (3) Drug 1: CNC(=O)C1=NC=CC(=C1)OC2=CC=C(C=C2)NC(=O)NC3=CC(=C(C=C3)Cl)C(F)(F)F. Cell line: RXF 393. Drug 2: B(C(CC(C)C)NC(=O)C(CC1=CC=CC=C1)NC(=O)C2=NC=CN=C2)(O)O. Synergy scores: CSS=8.71, Synergy_ZIP=-2.08, Synergy_Bliss=-8.22, Synergy_Loewe=-68.4, Synergy_HSA=-6.83. (4) Drug 1: C1=NC2=C(N1)C(=S)N=CN2. Drug 2: N.N.Cl[Pt+2]Cl. Cell line: UO-31. Synergy scores: CSS=23.4, Synergy_ZIP=-8.42, Synergy_Bliss=-4.01, Synergy_Loewe=-4.06, Synergy_HSA=-3.14. (5) Drug 1: CC1OCC2C(O1)C(C(C(O2)OC3C4COC(=O)C4C(C5=CC6=C(C=C35)OCO6)C7=CC(=C(C(=C7)OC)O)OC)O)O. Drug 2: CN(CC1=CN=C2C(=N1)C(=NC(=N2)N)N)C3=CC=C(C=C3)C(=O)NC(CCC(=O)O)C(=O)O. Cell line: MCF7. Synergy scores: CSS=31.1, Synergy_ZIP=-5.09, Synergy_Bliss=-4.37, Synergy_Loewe=0.758, Synergy_HSA=2.59. (6) Drug 1: C1=NC2=C(N1)C(=S)N=C(N2)N. Drug 2: C1=CN(C=N1)CC(O)(P(=O)(O)O)P(=O)(O)O. Cell line: UACC62. Synergy scores: CSS=28.0, Synergy_ZIP=-1.85, Synergy_Bliss=-1.53, Synergy_Loewe=-6.70, Synergy_HSA=-1.25.